Predict the reaction yield, written as a fraction of the theoretical maximum amount of product (1.0 means a 100% yield; for example, 0.34 means a 34% yield). From a dataset of Reaction yield outcomes from USPTO patents with 853,638 reactions. (1) The reactants are [C:1]([C:5]1[CH:10]=[CH:9][C:8]([S:11]([NH:14][C:15]2[CH:16]=[C:17]3[C:21](=[CH:22][CH:23]=2)[NH:20][C:19]([C:24](O)=[O:25])=[C:18]3[C:27]2[CH:28]=[N:29][CH:30]=[CH:31][CH:32]=2)(=[O:13])=[O:12])=[CH:7][CH:6]=1)([CH3:4])([CH3:3])[CH3:2].[NH2:33][CH2:34][CH2:35][N:36]1[CH2:41][CH2:40][O:39][CH2:38][CH2:37]1. The catalyst is ClCCl.CO. The product is [N:36]1([CH2:35][CH2:34][NH:33][C:24]([C:19]2[NH:20][C:21]3[C:17]([C:18]=2[C:27]2[CH:28]=[N:29][CH:30]=[CH:31][CH:32]=2)=[CH:16][C:15]([NH:14][S:11]([C:8]2[CH:9]=[CH:10][C:5]([C:1]([CH3:2])([CH3:4])[CH3:3])=[CH:6][CH:7]=2)(=[O:12])=[O:13])=[CH:23][CH:22]=3)=[O:25])[CH2:41][CH2:40][O:39][CH2:38][CH2:37]1. The yield is 0.170. (2) The yield is 0.550. The product is [CH3:1][O:2][C:3]([NH:5][C@@H:6]([CH:7]([CH3:9])[CH3:8])[C:10]([N:12]1[C@H:17]([C:18]2[NH:22][C:21]3[C:23]4[C:28]([CH:29]=[CH:30][C:20]=3[N:19]=2)=[CH:27][C:26]2[C:31]3[C:36]([CH2:37][O:38][C:25]=2[CH:24]=4)=[CH:35][C:34]([C:39]2[NH:43][C:42]([C@@H:44]4[CH2:48][C@H:47]([CH2:49][O:50][CH3:51])[CH2:46][N:45]4[C:66](=[O:68])[C@H:65]([NH:64][C:62](=[O:63])[O:61][CH3:60])[C:69]4[CH:74]=[CH:73][CH:72]=[CH:71][CH:70]=4)=[N:41][CH:40]=2)=[CH:33][CH:32]=3)[CH2:16][C@H:15]2[C@@H:13]1[CH2:14]2)=[O:11])=[O:4]. The catalyst is C(Cl)Cl.CO.CN(C=O)C.[Li+].[OH-]. The reactants are [CH3:1][O:2][C:3]([NH:5][C@H:6]([C:10]([N:12]1[C@H:17]([C:18]2[NH:22][C:21]3[C:23]4[C:28]([CH:29]=[CH:30][C:20]=3[N:19]=2)=[CH:27][C:26]2[C:31]3[C:36]([CH2:37][O:38][C:25]=2[CH:24]=4)=[CH:35][C:34]([C:39]2[NH:43][C:42]([C@@H:44]4[CH2:48][C@H:47]([CH2:49][O:50][CH3:51])[CH2:46][N:45]4C(OC(C)(C)C)=O)=[N:41][CH:40]=2)=[CH:33][CH:32]=3)[CH2:16][C@H:15]2[C@@H:13]1[CH2:14]2)=[O:11])[CH:7]([CH3:9])[CH3:8])=[O:4].Cl.[CH3:60][O:61][C:62]([NH:64][C@H:65]([C:69]1[CH:74]=[CH:73][CH:72]=[CH:71][CH:70]=1)[C:66]([OH:68])=O)=[O:63].CCN(C(C)C)C(C)C.CCOC(C(C#N)=NOC(N1CCOCC1)=[N+](C)C)=O.F[P-](F)(F)(F)(F)F. (3) The catalyst is ClCCl. The reactants are [C:1]1([C:7]2[CH:11]=[C:10]([CH:12]3[CH2:17][CH2:16][N:15](C(OC(C)(C)C)=O)[CH2:14][CH2:13]3)[O:9][N:8]=2)[CH:6]=[CH:5][CH:4]=[CH:3][CH:2]=1.FC(F)(F)C(O)=O. The yield is 0.760. The product is [C:1]1([C:7]2[CH:11]=[C:10]([CH:12]3[CH2:17][CH2:16][NH:15][CH2:14][CH2:13]3)[O:9][N:8]=2)[CH:2]=[CH:3][CH:4]=[CH:5][CH:6]=1. (4) The reactants are Cl[S:2]([C:5]1[CH:6]=[C:7]2[C:11](=[CH:12][CH:13]=1)[NH:10][C:9](=[O:14])[CH2:8]2)(=[O:4])=[O:3].[F:15][C:16]([F:25])([F:24])[C:17]1[CH:23]=[CH:22][C:20]([NH2:21])=[CH:19][CH:18]=1.N1C=CC=CC=1. The catalyst is ClCCl. The product is [F:15][C:16]([F:24])([F:25])[C:17]1[CH:18]=[CH:19][C:20]([NH:21][S:2]([C:5]2[CH:6]=[C:7]3[C:11](=[CH:12][CH:13]=2)[NH:10][C:9](=[O:14])[CH2:8]3)(=[O:4])=[O:3])=[CH:22][CH:23]=1. The yield is 0.370. (5) The reactants are CO[CH2:3][N:4]([CH2:10][C:11]1[CH:16]=[CH:15][CH:14]=[CH:13][CH:12]=1)[CH2:5][Si](C)(C)C.[Cl:17][C:18]1[CH:23]=[CH:22][C:21](/[CH:24]=[CH:25]/[N+:26]([O-:28])=[O:27])=[CH:20][CH:19]=1.FC(F)(F)C(O)=O. The catalyst is C(Cl)Cl. The product is [CH2:10]([N:4]1[CH2:5][CH:25]([N+:26]([O-:28])=[O:27])[CH:24]([C:21]2[CH:22]=[CH:23][C:18]([Cl:17])=[CH:19][CH:20]=2)[CH2:3]1)[C:11]1[CH:16]=[CH:15][CH:14]=[CH:13][CH:12]=1. The yield is 0.790.